This data is from Full USPTO retrosynthesis dataset with 1.9M reactions from patents (1976-2016). The task is: Predict the reactants needed to synthesize the given product. (1) Given the product [Cl:1][C:2]1[CH:32]=[CH:31][C:5]([CH2:6][NH:7][C:8]([C:10]2[C:19](=[S:52])[C:18]3[C:13]4=[C:14]([O:28][CH2:29][CH2:30][N:12]4[CH:11]=2)[CH:15]=[C:16]([CH2:21][N:22]2[CH2:27][CH2:26][O:25][CH2:24][CH2:23]2)[CH:17]=3)=[O:9])=[CH:4][CH:3]=1, predict the reactants needed to synthesize it. The reactants are: [Cl:1][C:2]1[CH:32]=[CH:31][C:5]([CH2:6][NH:7][C:8]([C:10]2[C:19](=O)[C:18]3[C:13]4=[C:14]([O:28][CH2:29][CH2:30][N:12]4[CH:11]=2)[CH:15]=[C:16]([CH2:21][N:22]2[CH2:27][CH2:26][O:25][CH2:24][CH2:23]2)[CH:17]=3)=[O:9])=[CH:4][CH:3]=1.C[Si]([N-][Si](C)(C)C)(C)C.[K+].COC1C=CC(P2(SP(C3C=CC(OC)=CC=3)(=S)S2)=[S:52])=CC=1.C1(C)C=CC=CC=1. (2) Given the product [CH3:26][Si:27]([CH3:39])([CH3:38])[CH2:28][CH2:29][O:30][CH2:31][N:32]1[CH:36]=[CH:35][N:34]=[C:33]1[NH:37][C:23]([C:16]1[C:17]2[N:18]=[CH:19][CH:20]=[N:21][C:22]=2[C:13]([C:3]2[C:4]([Cl:12])=[C:5]([O:10][CH3:11])[CH:6]=[C:7]([O:8][CH3:9])[C:2]=2[Cl:1])=[CH:14][CH:15]=1)=[O:24], predict the reactants needed to synthesize it. The reactants are: [Cl:1][C:2]1[C:7]([O:8][CH3:9])=[CH:6][C:5]([O:10][CH3:11])=[C:4]([Cl:12])[C:3]=1[C:13]1[C:22]2[N:21]=[CH:20][CH:19]=[N:18][C:17]=2[C:16]([C:23](O)=[O:24])=[CH:15][CH:14]=1.[CH3:26][Si:27]([CH3:39])([CH3:38])[CH2:28][CH2:29][O:30][CH2:31][N:32]1[CH:36]=[CH:35][N:34]=[C:33]1[NH2:37].CN(C(ON1N=NC2C=CC=CC1=2)=[N+](C)C)C.[B-](F)(F)(F)F.CCN(C(C)C)C(C)C. (3) Given the product [CH2:1]([O:3][C:4](=[O:44])[CH2:5][CH2:6][CH2:7][O:8][C:9]1[CH:14]=[CH:13][C:12]([NH:15][C:16]2[C:21]([NH2:22])=[CH:20][N:19]=[C:18]([NH:25][C:26]3[CH:27]=[CH:28][C:29]([O:32][CH2:33][CH2:34][CH2:35][NH:36][C:37]([O:39][C:40]([CH3:43])([CH3:42])[CH3:41])=[O:38])=[CH:30][CH:31]=3)[N:17]=2)=[CH:11][CH:10]=1)[CH3:2], predict the reactants needed to synthesize it. The reactants are: [CH2:1]([O:3][C:4](=[O:44])[CH2:5][CH2:6][CH2:7][O:8][C:9]1[CH:14]=[CH:13][C:12]([NH:15][C:16]2[C:21]([N+:22]([O-])=O)=[CH:20][N:19]=[C:18]([NH:25][C:26]3[CH:31]=[CH:30][C:29]([O:32][CH2:33][CH2:34][CH2:35][NH:36][C:37]([O:39][C:40]([CH3:43])([CH3:42])[CH3:41])=[O:38])=[CH:28][CH:27]=3)[N:17]=2)=[CH:11][CH:10]=1)[CH3:2]. (4) The reactants are: [CH3:1][O:2][C:3]([C:5]1[CH:6]([C:37]2[CH:42]=[CH:41][C:40]([N+:43]([O-:45])=[O:44])=[CH:39][CH:38]=2)[C:7]([C:13]([O:15][CH2:16][CH2:17][CH2:18][N:19]2[CH2:24][CH2:23][C:22]([C:31]3[CH:36]=[CH:35][CH:34]=[CH:33][CH:32]=3)([C:25]3[CH:30]=[CH:29][CH:28]=[CH:27][CH:26]=3)[CH2:21][CH2:20]2)=[O:14])=[C:8]([CH3:12])[NH:9][C:10]=1[CH3:11])=[O:4].[ClH:46].CCOCC. Given the product [ClH:46].[CH3:1][O:2][C:3]([C:5]1[CH:6]([C:37]2[CH:38]=[CH:39][C:40]([N+:43]([O-:45])=[O:44])=[CH:41][CH:42]=2)[C:7]([C:13]([O:15][CH2:16][CH2:17][CH2:18][N:19]2[CH2:20][CH2:21][C:22]([C:25]3[CH:26]=[CH:27][CH:28]=[CH:29][CH:30]=3)([C:31]3[CH:32]=[CH:33][CH:34]=[CH:35][CH:36]=3)[CH2:23][CH2:24]2)=[O:14])=[C:8]([CH3:12])[NH:9][C:10]=1[CH3:11])=[O:4], predict the reactants needed to synthesize it. (5) Given the product [Br:1][C:2]1[CH:7]=[C:6]([O:8][CH2:9][CH2:10][CH2:11][NH:14][CH3:13])[CH:5]=[N:4][CH:3]=1, predict the reactants needed to synthesize it. The reactants are: [Br:1][C:2]1[CH:3]=[N:4][CH:5]=[C:6]([O:8][CH2:9][CH2:10][CH2:11]Cl)[CH:7]=1.[CH3:13][NH2:14].